From a dataset of Reaction yield outcomes from USPTO patents with 853,638 reactions. Predict the reaction yield, written as a fraction of the theoretical maximum amount of product (1.0 means a 100% yield; for example, 0.34 means a 34% yield). (1) The reactants are [CH2:1]([O:8][C:9]1[CH:17]=[CH:16][C:12]([C:13](O)=[O:14])=[CH:11][C:10]=1[C:18]([NH:20][C:21]1[CH:26]=[C:25]([C:27]([F:30])([F:29])[F:28])[CH:24]=[C:23]([C:31]([F:34])([F:33])[F:32])[CH:22]=1)=[O:19])[C:2]1[CH:7]=[CH:6][CH:5]=[CH:4][CH:3]=1.[CH2:35]([CH:42]1[CH2:47][CH2:46][NH:45][CH2:44][CH2:43]1)[C:36]1[CH:41]=[CH:40][CH:39]=[CH:38][CH:37]=1. No catalyst specified. The yield is 0.767. The product is [CH2:1]([O:8][C:9]1[CH:17]=[CH:16][C:12]([C:13]([N:45]2[CH2:46][CH2:47][CH:42]([CH2:35][C:36]3[CH:41]=[CH:40][CH:39]=[CH:38][CH:37]=3)[CH2:43][CH2:44]2)=[O:14])=[CH:11][C:10]=1[C:18]([NH:20][C:21]1[CH:22]=[C:23]([C:31]([F:34])([F:32])[F:33])[CH:24]=[C:25]([C:27]([F:28])([F:30])[F:29])[CH:26]=1)=[O:19])[C:2]1[CH:3]=[CH:4][CH:5]=[CH:6][CH:7]=1. (2) The reactants are [Li].[CH3:2][C:3]([O-:6])(C)C.C[C:8]([O-:11])(C)C.CC([O-])(C)C.[Al+3].[O:18]1[CH2:22][CH2:21][CH2:20][CH2:19]1. The catalyst is S(=O)(=O)(O)[O-].[Na+]. The product is [OH:18][CH2:22][C:21]1([C:8]([O:6][CH2:3][CH3:2])=[O:11])[CH2:19][CH2:20]1. The yield is 0.910. (3) No catalyst specified. The product is [CH:61]1([N:58]2[CH2:57][CH2:56][N:39]3[C:40]([CH2:44][C:45]4([C:50]5[CH:51]=[CH:52][CH:53]=[CH:54][CH:55]=5)[CH2:49][CH2:48][CH2:47][CH2:46]4)=[N:41][C:42](=[O:43])[C:37]([OH:36])=[C:38]3[C:59]2=[O:60])[CH2:62][CH2:63][CH2:64]1. The reactants are C1(N2CCN3C(CC4(C5C=CC=CC=5)CCCC4)=NC(=O)C(O)=C3C2=O)CC1.C([O:36][C:37]1[C:42](=[O:43])[N:41]=[C:40]([CH2:44][C:45]2([C:50]3[CH:55]=[CH:54][CH:53]=[CH:52][CH:51]=3)[CH2:49][CH2:48][CH2:47][CH2:46]2)[N:39]2[CH2:56][CH2:57][N:58]([CH:61]3[CH2:64][CH2:63][CH2:62]3)[C:59](=[O:60])[C:38]=12)C1C=CC=CC=1. The yield is 0.421. (4) The yield is 0.750. The product is [C:7]([C:10]1[CH:19]=[CH:18][C:13]2[N:14]([CH2:20][O:21][CH3:22])[C:15](=[O:17])[S:16][C:12]=2[CH:11]=1)(=[O:9])[CH3:8]. The reactants are C(=O)([O-])[O-].[Cs+].[Cs+].[C:7]([C:10]1[CH:19]=[CH:18][C:13]2[NH:14][C:15](=[O:17])[S:16][C:12]=2[CH:11]=1)(=[O:9])[CH3:8].[CH3:20][O:21][CH2:22]Cl.CCOC(C)=O. The catalyst is CN(C)C=O. (5) The reactants are Br[C:2]1[CH:7]=[CH:6][C:5]([C:8](=[O:10])[CH3:9])=[C:4]([F:11])[CH:3]=1.[B:12]1([B:12]2[O:16][C:15]([CH3:18])([CH3:17])[C:14]([CH3:20])([CH3:19])[O:13]2)[O:16][C:15]([CH3:18])([CH3:17])[C:14]([CH3:20])([CH3:19])[O:13]1.C([O-])(=O)C.[K+]. The catalyst is O1CCOCC1.C(OCC)(=O)C.C1C=CC(P(C2C=CC=CC=2)[C-]2C=CC=C2)=CC=1.C1C=CC(P(C2C=CC=CC=2)[C-]2C=CC=C2)=CC=1.Cl[Pd]Cl.[Fe+2].ClCCl. The product is [F:11][C:4]1[CH:3]=[C:2]([B:12]2[O:16][C:15]([CH3:18])([CH3:17])[C:14]([CH3:20])([CH3:19])[O:13]2)[CH:7]=[CH:6][C:5]=1[C:8](=[O:10])[CH3:9]. The yield is 0.990. (6) The reactants are N(C(OC(C)(C)C)=O)=NC(OC(C)(C)C)=O.[Cl:17][C:18]1[C:27]2[C:22](=[CH:23][C:24]([OH:30])=[C:25]([O:28][CH3:29])[CH:26]=2)[N:21]=[CH:20][N:19]=1.[CH3:31][N:32]1[CH2:37][CH2:36][N:35]([CH2:38][CH2:39][CH2:40]O)[CH2:34][CH2:33]1.C1(P(C2C=CC=CC=2)C2C=CC=CC=2)C=CC=CC=1. The catalyst is ClCCl. The product is [Cl:17][C:18]1[C:27]2[C:22](=[CH:23][C:24]([O:30][CH2:40][CH2:39][CH2:38][N:35]3[CH2:36][CH2:37][N:32]([CH3:31])[CH2:33][CH2:34]3)=[C:25]([O:28][CH3:29])[CH:26]=2)[N:21]=[CH:20][N:19]=1. The yield is 0.740. (7) The reactants are C(N(CC)C(C)C)(C)C.[NH2:10][CH:11]([C:14]1[N:15]([C:24]2[CH:29]=[CH:28][CH:27]=[CH:26][CH:25]=2)[C:16](=[O:23])[C:17]2[S:22][CH:21]=[CH:20][C:18]=2[N:19]=1)[CH2:12][CH3:13].Cl[C:31]1[N:39]=[C:38]([F:40])[N:37]=[C:36]2[C:32]=1[N:33]=[CH:34][N:35]2[CH:41]1[CH2:46][CH2:45][CH2:44][CH2:43][O:42]1. The catalyst is C(O)C. The product is [F:40][C:38]1[N:37]=[C:36]2[C:32]([N:33]=[CH:34][N:35]2[CH:41]2[CH2:46][CH2:45][CH2:44][CH2:43][O:42]2)=[C:31]([NH:10][CH:11]([C:14]2[N:15]([C:24]3[CH:29]=[CH:28][CH:27]=[CH:26][CH:25]=3)[C:16](=[O:23])[C:17]3[S:22][CH:21]=[CH:20][C:18]=3[N:19]=2)[CH2:12][CH3:13])[N:39]=1. The yield is 0.960.